This data is from Catalyst prediction with 721,799 reactions and 888 catalyst types from USPTO. The task is: Predict which catalyst facilitates the given reaction. Reactant: [F:1][C:2]1[CH:7]=[CH:6][C:5]([O:8][CH3:9])=[CH:4][C:3]=1[C:10]1[C:11]([C:18]([O:20][CH3:21])=[O:19])=[CH:12][C:13]([CH2:16][OH:17])=[CH:14][CH:15]=1.[C:22]([Si:26]([CH3:29])([CH3:28])Cl)([CH3:25])([CH3:24])[CH3:23].N1C=CN=C1. Product: [CH3:23][C:22]([Si:26]([CH3:29])([CH3:28])[O:17][CH2:16][C:13]1[CH:12]=[C:11]([C:18]([O:20][CH3:21])=[O:19])[C:10]([C:3]2[CH:4]=[C:5]([O:8][CH3:9])[CH:6]=[CH:7][C:2]=2[F:1])=[CH:15][CH:14]=1)([CH3:25])[CH3:24]. The catalyst class is: 3.